This data is from Reaction yield outcomes from USPTO patents with 853,638 reactions. The task is: Predict the reaction yield, written as a fraction of the theoretical maximum amount of product (1.0 means a 100% yield; for example, 0.34 means a 34% yield). (1) The reactants are [CH3:1][O:2][CH2:3][C@@H:4]1[CH2:8][N:7]([C:9]([O:11][C:12]([CH3:15])([CH3:14])[CH3:13])=[O:10])[C@H:6]([C:16]([O:18]C)=[O:17])[CH2:5]1.[Li+].[OH-].Cl. The catalyst is C1COCC1.CO. The product is [C:12]([O:11][C:9]([N:7]1[CH2:8][C@@H:4]([CH2:3][O:2][CH3:1])[CH2:5][C@H:6]1[C:16]([OH:18])=[O:17])=[O:10])([CH3:15])([CH3:13])[CH3:14]. The yield is 0.990. (2) The reactants are [OH:1][C:2]1[CH:3]=[C:4]([CH:13]=[CH:14][CH:15]=1)[C:5]([C:7]1[CH:12]=[CH:11][CH:10]=[CH:9][CH:8]=1)=O.[CH:16]([NH2:18])=[O:17]. The catalyst is O. The product is [OH:1][C:2]1[CH:3]=[C:4]([CH:5]([C:7]2[CH:12]=[CH:11][CH:10]=[CH:9][CH:8]=2)[NH:18][CH:16]=[O:17])[CH:13]=[CH:14][CH:15]=1. The yield is 1.18.